Predict the reactants needed to synthesize the given product. From a dataset of Full USPTO retrosynthesis dataset with 1.9M reactions from patents (1976-2016). (1) Given the product [Br:10][CH2:9][C:4]1[CH:5]=[C:6]([CH3:8])[CH:7]=[C:2]([Cl:1])[CH:3]=1, predict the reactants needed to synthesize it. The reactants are: [Cl:1][C:2]1[CH:7]=[C:6]([CH3:8])[CH:5]=[C:4]([CH3:9])[CH:3]=1.[Br:10]N1C(=O)CCC1=O. (2) The reactants are: [F:1][C:2]1[CH:3]=[C:4]([C:8]2[CH:9]=[C:10]3[C:14](=[CH:15][CH:16]=2)[NH:13][CH2:12][CH2:11]3)[CH:5]=[N:6][CH:7]=1.[C:17](Cl)(=[O:19])[CH3:18]. Given the product [F:1][C:2]1[CH:3]=[C:4]([C:8]2[CH:9]=[C:10]3[C:14](=[CH:15][CH:16]=2)[N:13]([C:17](=[O:19])[CH3:18])[CH2:12][CH2:11]3)[CH:5]=[N:6][CH:7]=1, predict the reactants needed to synthesize it. (3) Given the product [NH2:32][CH2:31][C:30]1[CH:29]=[C:28]([CH2:27][C:26]([NH:25][C:23]2[S:24][C:20]([CH2:19][CH2:18][CH2:17][CH2:16][C:14]3[N:13]=[N:12][C:11]4[NH:44][C:8]([CH2:1][C:2]5[CH:7]=[CH:6][CH:5]=[CH:4][CH:3]=5)=[CH:9][C:10]=4[CH:15]=3)=[N:21][N:22]=2)=[O:43])[CH:42]=[CH:41][CH:40]=1, predict the reactants needed to synthesize it. The reactants are: [CH2:1]([C:8]1[NH:44][C:11]2[N:12]=[N:13][C:14]([CH2:16][CH2:17][CH2:18][CH2:19][C:20]3[S:24][C:23]([NH:25][C:26](=[O:43])[CH2:27][C:28]4[CH:29]=[C:30]([CH:40]=[CH:41][CH:42]=4)[CH2:31][NH:32]C(=O)OC(C)(C)C)=[N:22][N:21]=3)=[CH:15][C:10]=2[CH:9]=1)[C:2]1[CH:7]=[CH:6][CH:5]=[CH:4][CH:3]=1.C(O)(C(F)(F)F)=O. (4) Given the product [CH2:23]([N:10]1[C:11]2[C@:12]3([CH3:22])[C:19]([CH3:21])([CH3:20])[C@@H:15]([CH2:14][CH2:13]3)[C:16]=2[C:17](=[O:18])[N:9]1[C:3]1[CH:4]=[CH:5][C:6]([F:8])=[CH:7][C:2]=1[Cl:1])[C:24]1[CH:29]=[CH:28][CH:27]=[CH:26][CH:25]=1, predict the reactants needed to synthesize it. The reactants are: [Cl:1][C:2]1[CH:7]=[C:6]([F:8])[CH:5]=[CH:4][C:3]=1[N:9]1[C:17](=[O:18])[C:16]2[C@H:15]3[C:19]([CH3:21])([CH3:20])[C@:12]([CH3:22])([CH2:13][CH2:14]3)[C:11]=2[NH:10]1.[CH2:23](Br)[C:24]1[CH:29]=[CH:28][CH:27]=[CH:26][CH:25]=1. (5) Given the product [CH2:17]([C:16]12[O:27][C:3]([C:11]([O:13][CH3:14])=[O:12])([CH:2]([OH:1])[CH:15]1[OH:28])[C:4]([C:5]([O:7][CH3:8])=[O:6])([OH:9])[CH:4]([C:5]([O:7][CH3:8])=[O:6])[O:9]2)[CH2:18][CH2:19][CH2:20][CH2:21][CH2:22][CH3:23], predict the reactants needed to synthesize it. The reactants are: [O:1]1[C:17](OC)([CH2:18][CH2:19][CH2:20][CH2:21][CH2:22][CH2:23]C)[CH:16]([OH:27])[CH:15]([OH:28])[C:2]1(C(OC)=O)[C:3]([C:11]([O:13][CH3:14])=[O:12])(O)[CH:4]([OH:9])[C:5]([O:7][CH3:8])=[O:6]. (6) Given the product [Cl:15][C:13]1[CH:12]=[C:4]([CH:3]=[C:2]([CH:16]=[CH2:17])[N:14]=1)[C:5]([O:7][C:8]([CH3:11])([CH3:10])[CH3:9])=[O:6], predict the reactants needed to synthesize it. The reactants are: Cl[C:2]1[CH:3]=[C:4]([CH:12]=[C:13]([Cl:15])[N:14]=1)[C:5]([O:7][C:8]([CH3:11])([CH3:10])[CH3:9])=[O:6].[CH:16]([B-](F)(F)F)=[CH2:17].[K+].C(N(CC)CC)C.C(=O)(O)[O-].[Na+]. (7) Given the product [F:16][C:17]([F:25])([F:24])[CH:18]1[CH2:23][CH2:22][CH2:21][N:20]([CH2:1][CH:3]2[CH2:8][CH2:7][N:6]([C:9]([O:11][C:12]([CH3:15])([CH3:14])[CH3:13])=[O:10])[CH2:5][CH2:4]2)[CH2:19]1, predict the reactants needed to synthesize it. The reactants are: [CH:1]([CH:3]1[CH2:8][CH2:7][N:6]([C:9]([O:11][C:12]([CH3:15])([CH3:14])[CH3:13])=[O:10])[CH2:5][CH2:4]1)=O.[F:16][C:17]([F:25])([F:24])[CH:18]1[CH2:23][CH2:22][CH2:21][NH:20][CH2:19]1.[BH-](OC(C)=O)(OC(C)=O)OC(C)=O.[Na+]. (8) Given the product [NH2:15][C:12]1[CH:11]=[CH:10][C:9]([NH:8][C:1]([C:25]2[CH:24]=[CH:23][C:32]3[C:27](=[CH:28][CH:29]=[CH:30][CH:31]=3)[CH:26]=2)=[O:3])=[CH:14][CH:13]=1, predict the reactants needed to synthesize it. The reactants are: [C:1]([NH:8][C:9]1[CH:14]=[CH:13][C:12]([NH2:15])=[CH:11][CH:10]=1)([O:3]C(C)(C)C)=O.C(N(CC)CC)C.[CH:23]1[C:32]2[C:27](=[CH:28][CH:29]=[CH:30][CH:31]=2)[CH:26]=[CH:25][C:24]=1C(Cl)=O. (9) Given the product [C:16]([O:1][C:2]1[CH:7]=[CH:6][CH:5]=[CH:4][C:3]=1[CH:8]=[CH:9][C:10]1[N:11]([CH3:15])[CH:12]=[CH:13][CH:14]=1)(=[O:18])[CH3:17], predict the reactants needed to synthesize it. The reactants are: [OH:1][C:2]1[CH:7]=[CH:6][CH:5]=[CH:4][C:3]=1[CH:8]=[CH:9][C:10]1[N:11]([CH3:15])[CH:12]=[CH:13][CH:14]=1.[C:16](OC(=O)C)(=[O:18])[CH3:17].CN(C1C=CC=CN=1)C.Cl.